Dataset: Cav3 T-type calcium channel HTS with 100,875 compounds. Task: Binary Classification. Given a drug SMILES string, predict its activity (active/inactive) in a high-throughput screening assay against a specified biological target. (1) The drug is S(C(C(=O)Nc1c2c(ccc1)cccc2)C)c1o\c([nH]n1)=C1/C=CC(=O)C=C1. The result is 0 (inactive). (2) The compound is Brc1sc(S(=O)(=O)N2CCN(CC2)C)cc1. The result is 0 (inactive). (3) The drug is O=C(NC(CC)(C)C)CC(n1cccc1)c1ccc(OC)cc1. The result is 0 (inactive). (4) The result is 0 (inactive). The molecule is S(Cc1oc(nn1)c1ccc(F)cc1)c1oc(nn1)c1cc2OCOc2cc1. (5) The drug is S(=O)(=O)(Nc1cc2nc(n(c2cc1)C)CN1CCN(CC1)C(=O)C)C. The result is 0 (inactive).